Dataset: Forward reaction prediction with 1.9M reactions from USPTO patents (1976-2016). Task: Predict the product of the given reaction. (1) Given the reactants [C:1]([O:5][C:6](=[O:46])[NH:7][C@@H:8]([CH2:19][C:20]1[CH:25]=[CH:24][C:23]([O:26][CH2:27][CH2:28][C@H:29]([CH:31]2[CH2:36][CH2:35][N:34]([C:37]3[O:41][N:40]=[C:39]([CH:42]([CH3:44])[CH3:43])[N:38]=3)[CH2:33][CH2:32]2)[CH3:30])=[CH:22][C:21]=1[F:45])[C:9]([N:11]1[CH2:15][CH2:14][CH2:13][C@H:12]1[C:16](=O)[NH2:17])=[O:10])([CH3:4])([CH3:3])[CH3:2].N1C=CC=CC=1.FC(F)(F)C(OC(=O)C(F)(F)F)=O, predict the reaction product. The product is: [C:1]([O:5][C:6](=[O:46])[NH:7][C@@H:8]([CH2:19][C:20]1[CH:25]=[CH:24][C:23]([O:26][CH2:27][CH2:28][C@H:29]([CH:31]2[CH2:36][CH2:35][N:34]([C:37]3[O:41][N:40]=[C:39]([CH:42]([CH3:43])[CH3:44])[N:38]=3)[CH2:33][CH2:32]2)[CH3:30])=[CH:22][C:21]=1[F:45])[C:9]([N:11]1[CH2:15][CH2:14][CH2:13][C@H:12]1[C:16]#[N:17])=[O:10])([CH3:3])([CH3:2])[CH3:4]. (2) Given the reactants [Cl:1][C:2]1[CH:3]=[C:4]([C:9]2[CH:14]=[C:13]([CH3:15])[NH:12][C:11](=O)[CH:10]=2)[CH:5]=[CH:6][C:7]=1[Cl:8].P(Cl)(Cl)([Cl:19])=O, predict the reaction product. The product is: [Cl:19][C:11]1[CH:10]=[C:9]([C:4]2[CH:5]=[CH:6][C:7]([Cl:8])=[C:2]([Cl:1])[CH:3]=2)[CH:14]=[C:13]([CH3:15])[N:12]=1. (3) Given the reactants [CH2:1]([N:3]([CH2:6][CH2:7][NH:8][C:9]1[CH:14]=[CH:13][CH:12]=[CH:11][CH:10]=1)[CH2:4][CH3:5])[CH3:2].[ClH:15], predict the reaction product. The product is: [ClH:15].[ClH:15].[CH2:1]([N:3]([CH2:6][CH2:7][NH:8][C:9]1[CH:10]=[CH:11][CH:12]=[CH:13][CH:14]=1)[CH2:4][CH3:5])[CH3:2]. (4) Given the reactants N1C=[CH:5][CH:4]=[C:3]([C:7]2[C:15]3[C:10](=[CH:11][C:12]([CH:16]=[O:17])=[CH:13][CH:14]=3)[NH:9][N:8]=2)C=1.[NH:18]1C(B(O)O)=CC=[N:19]1, predict the reaction product. The product is: [NH:18]1[C:3]([C:7]2[C:15]3[C:10](=[CH:11][C:12]([CH:16]=[O:17])=[CH:13][CH:14]=3)[NH:9][N:8]=2)=[CH:4][CH:5]=[N:19]1. (5) Given the reactants [NH2:1][C:2]1[C:3]([F:24])=[C:4]([C:8]2[N:9]=[C:10]([C:20]([CH3:23])([CH3:22])[CH3:21])[S:11][C:12]=2[C:13]2[CH:18]=[CH:17][N:16]=[C:15]([NH2:19])[N:14]=2)[CH:5]=[CH:6][CH:7]=1.[CH3:25][C:26]1[CH:27]=[C:28]([S:31](Cl)(=[O:33])=[O:32])[S:29][CH:30]=1, predict the reaction product. The product is: [NH2:19][C:15]1[N:14]=[C:13]([C:12]2[S:11][C:10]([C:20]([CH3:21])([CH3:23])[CH3:22])=[N:9][C:8]=2[C:4]2[C:3]([F:24])=[C:2]([NH:1][S:31]([C:28]3[S:29][CH:30]=[C:26]([CH3:25])[CH:27]=3)(=[O:33])=[O:32])[CH:7]=[CH:6][CH:5]=2)[CH:18]=[CH:17][N:16]=1. (6) Given the reactants [CH3:1][C@H:2]1[C@@:11]2([CH3:27])[C@H:12]([O:22][C:23]([CH2:25][OH:26])=[O:24])[CH2:13][C@:14]([CH:20]=[CH2:21])([CH3:19])[C@@H:15]([OH:18])[C@H:16]([CH3:17])[C@:5]3([C@@H:10]2[C:8](=[O:9])[CH2:7][CH2:6]3)[CH2:4][CH2:3]1.C(N(CC)CC)C.[CH3:35][S:36](Cl)(=[O:38])=[O:37].O, predict the reaction product. The product is: [CH3:1][C@H:2]1[C@:11]2([CH3:27])[C@@H:12]([O:22][C:23]([CH2:25][O:26][S:36]([CH3:35])(=[O:38])=[O:37])=[O:24])[CH2:13][C@@:14]([CH:20]=[CH2:21])([CH3:19])[C@H:15]([OH:18])[C@@H:16]([CH3:17])[C@@:5]3([C@@H:10]2[C:8](=[O:9])[CH2:7][CH2:6]3)[CH2:4][CH2:3]1. (7) Given the reactants Cl[CH2:2][C:3]1[CH:22]=[CH:21][CH:20]=[CH:19][C:4]=1[O:5][CH2:6][C:7]1[N:8]=[C:9]([C:13]2[CH:18]=[CH:17][CH:16]=[CH:15][CH:14]=2)[O:10][C:11]=1[CH3:12].[CH2:23]([O:25][C:26]1[CH:31]=[C:30]([OH:32])[CH:29]=[CH:28][C:27]=1[CH2:33][CH2:34][C:35]([O:37][CH2:38][CH3:39])=[O:36])[CH3:24].C(=O)([O-])[O-].[K+].[K+].CN(C)C=O, predict the reaction product. The product is: [CH2:23]([O:25][C:26]1[CH:31]=[C:30]([O:32][CH2:2][C:3]2[CH:22]=[CH:21][CH:20]=[CH:19][C:4]=2[O:5][CH2:6][C:7]2[N:8]=[C:9]([C:13]3[CH:18]=[CH:17][CH:16]=[CH:15][CH:14]=3)[O:10][C:11]=2[CH3:12])[CH:29]=[CH:28][C:27]=1[CH2:33][CH2:34][C:35]([O:37][CH2:38][CH3:39])=[O:36])[CH3:24].